From a dataset of Forward reaction prediction with 1.9M reactions from USPTO patents (1976-2016). Predict the product of the given reaction. (1) Given the reactants [F:1][C:2]1[CH:3]=[C:4]2[C:9](=[CH:10][C:11]=1[OH:12])[N:8]=[C:7]([CH3:13])[CH:6]=[CH:5]2.C([O-])([O-])=O.[Cs+].[Cs+].CC1C=CC(S(O[CH2:31][C@@H:32]([O:34][CH3:35])[CH3:33])(=O)=O)=CC=1, predict the reaction product. The product is: [F:1][C:2]1[CH:3]=[C:4]2[C:9](=[CH:10][C:11]=1[O:12][CH2:31][C@@H:32]([O:34][CH3:35])[CH3:33])[N:8]=[C:7]([CH3:13])[CH:6]=[CH:5]2. (2) Given the reactants [C:1]([C:9]1[CH:17]=[CH:16][C:12]([C:13]([OH:15])=[O:14])=[CH:11][CH:10]=1)(=[O:8])[C:2]1[CH:7]=[CH:6][CH:5]=[CH:4][CH:3]=1.[CH2:18]([Sn:22]([CH2:29][CH2:30][CH2:31][CH3:32])([CH2:25][CH2:26][CH2:27][CH3:28])OC)[CH2:19][CH2:20][CH3:21], predict the reaction product. The product is: [CH2:29]([Sn:22]([CH2:18][CH2:19][CH2:20][CH3:21])([CH2:25][CH2:26][CH2:27][CH3:28])[O:14][C:13](=[O:15])[C:12]1[CH:11]=[CH:10][C:9]([C:1](=[O:8])[C:2]2[CH:3]=[CH:4][CH:5]=[CH:6][CH:7]=2)=[CH:17][CH:16]=1)[CH2:30][CH2:31][CH3:32]. (3) Given the reactants [NH2:1][C:2]1[CH:7]=[C:6]([CH2:8][C:9]([O:11][CH3:12])=[O:10])[CH:5]=[CH:4][C:3]=1[NH:13][C:14]1[CH:23]=[C:22]([Cl:24])[CH:21]=[CH:20][C:15]=1[C:16](OC)=[O:17].CC1C=CC(S(O)(=O)=O)=CC=1.O, predict the reaction product. The product is: [Cl:24][C:22]1[CH:21]=[CH:20][C:15]2[C:16](=[O:17])[NH:1][C:2]3[CH:7]=[C:6]([CH2:8][C:9]([O:11][CH3:12])=[O:10])[CH:5]=[CH:4][C:3]=3[NH:13][C:14]=2[CH:23]=1. (4) Given the reactants [CH3:1][N:2]1[C:6]2[CH:7]=[CH:8][C:9]([N:11]3[CH:16]=[C:15]([C:17](O)=[O:18])[C:14](=[O:20])[N:13]([C@H:21]4[C:29]5[C:24](=[C:25]([C:30]([F:33])([F:32])[F:31])[CH:26]=[CH:27][CH:28]=5)[CH2:23][CH2:22]4)[C:12]3=[O:34])=[CH:10][C:5]=2[N:4]([CH3:35])[C:3]1=[O:36].C1C=CC2N(O)N=[N:43]C=2C=1.C(Cl)CCl.N, predict the reaction product. The product is: [CH3:1][N:2]1[C:6]2[CH:7]=[CH:8][C:9]([N:11]3[CH:16]=[C:15]([C:17]([NH2:43])=[O:18])[C:14](=[O:20])[N:13]([C@H:21]4[C:29]5[C:24](=[C:25]([C:30]([F:33])([F:31])[F:32])[CH:26]=[CH:27][CH:28]=5)[CH2:23][CH2:22]4)[C:12]3=[O:34])=[CH:10][C:5]=2[N:4]([CH3:35])[C:3]1=[O:36]. (5) The product is: [CH3:22][N:20]([CH2:19][CH:18]1[CH2:17][CH2:16][C:15](=[O:23])[CH2:14][CH:13]1[C:9]1[CH:10]=[CH:11][CH:12]=[C:7]([OH:6])[CH:8]=1)[CH3:21]. Given the reactants C([Si](C1C=CC=CC=1)(C1C=CC=CC=1)[O:6][C:7]1[CH:8]=[C:9]([C:13]2[CH:18]([CH2:19][N:20]([CH3:22])[CH3:21])[CH2:17][CH2:16][C:15](=[O:23])[CH:14]=2)[CH:10]=[CH:11][CH:12]=1)(C)(C)C, predict the reaction product. (6) Given the reactants [F:1][CH:2]([F:26])[O:3][C:4]1[CH:9]=[CH:8][CH:7]=[CH:6][C:5]=1[N:10]1[CH:15]=[C:14]([O:16][CH3:17])[C:13](=[O:18])[C:12]([C:19](=O)[CH:20]=[CH:21][N:22](C)C)=[N:11]1.[C:27]1([NH:33]N)[CH:32]=[CH:31][CH:30]=[CH:29][CH:28]=1, predict the reaction product. The product is: [F:1][CH:2]([F:26])[O:3][C:4]1[CH:9]=[CH:8][CH:7]=[CH:6][C:5]=1[N:10]1[CH:15]=[C:14]([O:16][CH3:17])[C:13](=[O:18])[C:12]([C:19]2[N:33]([C:27]3[CH:32]=[CH:31][CH:30]=[CH:29][CH:28]=3)[N:22]=[CH:21][CH:20]=2)=[N:11]1. (7) Given the reactants O.[OH-].[Li+].[NH:4]1[CH:8]=[C:7]([CH2:9][NH:10][C:11](=[O:27])[NH:12][C@@H:13]([CH2:18][C:19]2[CH:24]=[CH:23][C:22]([O:25][CH3:26])=[CH:21][CH:20]=2)[C:14]([O:16]C)=[O:15])[N:6]=[CH:5]1.C(O)(=O)C, predict the reaction product. The product is: [NH:4]1[CH:8]=[C:7]([CH2:9][NH:10][C:11](=[O:27])[NH:12][CH:13]([CH2:18][C:19]2[CH:20]=[CH:21][C:22]([O:25][CH3:26])=[CH:23][CH:24]=2)[C:14]([OH:16])=[O:15])[N:6]=[CH:5]1. (8) Given the reactants S(=O)(=O)(O)O.[N+]([O-])(O)=O.[CH:10]12[CH2:19][CH:14]3[CH2:15][CH:16]([CH2:18][CH:12]([CH2:13]3)[CH:11]1[NH2:20])[CH2:17]2.[OH-:21].[Na+], predict the reaction product. The product is: [NH2:20][CH:11]1[CH:12]2[CH2:18][C:16]3([OH:21])[CH2:15][CH:14]([CH2:19][CH:10]1[CH2:17]3)[CH2:13]2. (9) Given the reactants [N+:1]([O-:4])([OH:3])=[O:2].[CH2:5](O)[CH2:6][CH2:7][CH2:8][OH:9], predict the reaction product. The product is: [N+:1]([O:4][CH2:5][CH2:6][CH2:7][CH2:8][OH:9])([O-:3])=[O:2]. (10) Given the reactants [NH2:1][C:2]1[CH:7]=[CH:6][C:5]([C:8]2[C:9]([NH2:20])=[N:10][C:11]([NH2:19])=[N:12][C:13]=2[CH:14]2[CH2:18][CH2:17][CH2:16][O:15]2)=[CH:4][CH:3]=1.[Cl:21][C:22]1[CH:29]=[CH:28][C:25]([CH:26]=O)=[CH:24][CH:23]=1.C(O)(=O)C.[BH3-]C#N.[Na+], predict the reaction product. The product is: [Cl:21][C:22]1[CH:29]=[CH:28][C:25]([CH2:26][NH:1][C:2]2[CH:7]=[CH:6][C:5]([C:8]3[C:9]([NH2:20])=[N:10][C:11]([NH2:19])=[N:12][C:13]=3[CH:14]3[CH2:18][CH2:17][CH2:16][O:15]3)=[CH:4][CH:3]=2)=[CH:24][CH:23]=1.